Dataset: Peptide-MHC class I binding affinity with 185,985 pairs from IEDB/IMGT. Task: Regression. Given a peptide amino acid sequence and an MHC pseudo amino acid sequence, predict their binding affinity value. This is MHC class I binding data. (1) The peptide sequence is SFYYIWKSYV. The MHC is HLA-B40:01 with pseudo-sequence HLA-B40:01. The binding affinity (normalized) is 0.349. (2) The peptide sequence is LGNLFLHRF. The MHC is H-2-Kb with pseudo-sequence H-2-Kb. The binding affinity (normalized) is 0.449. (3) The peptide sequence is EEFLQCGRL. The MHC is BoLA-T2b with pseudo-sequence BoLA-T2b. The binding affinity (normalized) is 0.706. (4) The peptide sequence is DGAEGINPY. The MHC is HLA-A02:19 with pseudo-sequence HLA-A02:19. The binding affinity (normalized) is 0.0847. (5) The peptide sequence is EEMNLPGRW. The binding affinity (normalized) is 0.0263. The MHC is HLA-A11:01 with pseudo-sequence HLA-A11:01. (6) The peptide sequence is DAVEDFLAF. The MHC is HLA-A02:19 with pseudo-sequence HLA-A02:19. The binding affinity (normalized) is 0.0847. (7) The MHC is HLA-B51:01 with pseudo-sequence HLA-B51:01. The peptide sequence is GQGGSPTAM. The binding affinity (normalized) is 0.